This data is from Forward reaction prediction with 1.9M reactions from USPTO patents (1976-2016). The task is: Predict the product of the given reaction. (1) Given the reactants [NH2:1][C:2]1[N:7]=[CH:6][C:5]([C:8]([N:10]=[S:11]([CH2:21][CH2:22][CH2:23][CH2:24][C:25]([O:27][CH3:28])=[O:26])([CH2:13][CH2:14][CH2:15][CH2:16][C:17]([O:19][CH3:20])=[O:18])=[O:12])=[O:9])=[CH:4][C:3]=1I.[C:30]([C:32]1[CH:33]=[C:34]([CH:36]=[CH:37][CH:38]=1)[NH2:35])#[CH:31].C(N(CC)CC)C, predict the reaction product. The product is: [NH2:1][C:2]1[N:7]=[CH:6][C:5]([C:8]([N:10]=[S:11]([CH2:21][CH2:22][CH2:23][CH2:24][C:25]([O:27][CH3:28])=[O:26])([CH2:13][CH2:14][CH2:15][CH2:16][C:17]([O:19][CH3:20])=[O:18])=[O:12])=[O:9])=[CH:4][C:3]=1[C:31]#[C:30][C:32]1[CH:38]=[CH:37][CH:36]=[C:34]([NH2:35])[CH:33]=1. (2) Given the reactants [CH2:1]([CH:3]([NH:6][C:7]([NH:9][C:10]1[CH:15]=[CH:14][C:13]([O:16][C:17]2[CH:22]=[CH:21][C:20]([NH:23][CH2:24][CH2:25][CH2:26][O:27][CH3:28])=[CH:19][CH:18]=2)=[C:12]([O:29][CH3:30])[CH:11]=1)=[O:8])[CH2:4][CH3:5])[CH3:2].C(ON1[C:44]2[CH:45]=[CH:46][CH:47]=[C:48]([O:49][CH:50]3[CH2:55][CH2:54][N:53]([CH2:56][CH2:57][CH2:58][CH3:59])[CH2:52][CH2:51]3)[C:43]=2N=N1)(=O)C1C=CC=CC=1.CN([CH:63]=[O:64])C, predict the reaction product. The product is: [CH2:56]([N:53]1[CH2:52][CH2:51][CH:50]([O:49][C:48]2[CH:43]=[CH:44][C:45]([C:63]([N:23]([C:20]3[CH:19]=[CH:18][C:17]([O:16][C:13]4[CH:14]=[CH:15][C:10]([NH:9][C:7]([NH:6][CH:3]([CH2:4][CH3:5])[CH2:1][CH3:2])=[O:8])=[CH:11][C:12]=4[O:29][CH3:30])=[CH:22][CH:21]=3)[CH2:24][CH2:25][CH2:26][O:27][CH3:28])=[O:64])=[CH:46][CH:47]=2)[CH2:55][CH2:54]1)[CH2:57][CH2:58][CH3:59]. (3) Given the reactants Cl.Cl.C[C@H]1CCCN1[C@@H]1CCNC1.[C:14]([C@:21]1(C)[CH2:26][CH2:25][CH2:24][CH2:23][N:22]1[CH:27]1[CH2:32][CH2:31][NH:30][CH2:29][CH2:28]1)(OC(C)(C)C)=O.S(C1C=CC(C)=CC=1)([O-])(=O)=O, predict the reaction product. The product is: [CH3:14][C@H:21]1[CH2:26][CH2:25][CH2:24][CH2:23][N:22]1[CH:27]1[CH2:32][CH2:31][NH:30][CH2:29][CH2:28]1. (4) The product is: [CH3:1][C:2]1[CH:3]=[CH:4][C:5]([NH:12][C:13]2[N:18]=[C:17]([N:19]([C:21]3[CH:22]=[CH:23][C:24]4[C:28](=[N:27][N:26]([CH3:30])[C:25]=4[CH3:31])[CH:29]=3)[CH3:20])[CH:16]=[CH:15][N:14]=2)=[CH:6][C:7]=1[S:8]([NH2:11])(=[O:9])=[O:10].[ClH:32]. Given the reactants [CH3:1][C:2]1[CH:3]=[CH:4][C:5]([NH:12][C:13]2[N:18]=[C:17]([N:19]([C:21]3[CH:22]=[CH:23][C:24]4[C:28]([CH:29]=3)=[N:27][N:26]([CH3:30])[C:25]=4[CH3:31])[CH3:20])[CH:16]=[CH:15][N:14]=2)=[CH:6][C:7]=1[S:8]([NH2:11])(=[O:10])=[O:9].[ClH:32].O.P([O-])([O-])([O-])=O.[Na+].[Na+].[Na+].[OH-].[Na+], predict the reaction product.